From a dataset of Full USPTO retrosynthesis dataset with 1.9M reactions from patents (1976-2016). Predict the reactants needed to synthesize the given product. (1) Given the product [F:1][C:2]1[CH:3]=[C:4]([CH:22]=[CH:23][CH:24]=1)[CH2:5][O:6][C:7]1[CH:8]=[C:9]2[C:14](=[CH:15][CH:16]=1)[C:13](=[O:17])[N:12]([CH2:18][C:19]([NH2:29])=[O:20])[CH2:11][CH2:10]2, predict the reactants needed to synthesize it. The reactants are: [F:1][C:2]1[CH:3]=[C:4]([CH:22]=[CH:23][CH:24]=1)[CH2:5][O:6][C:7]1[CH:8]=[C:9]2[C:14](=[CH:15][CH:16]=1)[C:13](=[O:17])[N:12]([CH2:18][C:19](O)=[O:20])[CH2:11][CH2:10]2.C([O-])(=O)C.[NH4+:29].O. (2) Given the product [Cl:28][C:29]1[CH:34]=[CH:33][C:32]([C:2]2[CH:27]=[CH:26][C:5]([CH2:6][O:7][C:8]3[CH:17]=[CH:16][CH:15]=[C:14]4[C:9]=3[CH:10]=[CH:11][C:12]([NH:18][S:19]([C:22]([F:24])([F:23])[F:25])(=[O:21])=[O:20])=[CH:13]4)=[CH:4][CH:3]=2)=[CH:31][CH:30]=1, predict the reactants needed to synthesize it. The reactants are: Br[C:2]1[CH:27]=[CH:26][C:5]([CH2:6][O:7][C:8]2[CH:17]=[CH:16][CH:15]=[C:14]3[C:9]=2[CH:10]=[CH:11][C:12]([NH:18][S:19]([C:22]([F:25])([F:24])[F:23])(=[O:21])=[O:20])=[CH:13]3)=[CH:4][CH:3]=1.[Cl:28][C:29]1[CH:34]=[CH:33][C:32](B(O)O)=[CH:31][CH:30]=1. (3) Given the product [CH2:1]([O:8][C@@H:9]1[C@@H:47]([O:48][CH2:49][C:50]2[CH:55]=[CH:54][CH:53]=[CH:52][CH:51]=2)[C@@H:46]([O:56][C@@H:57]2[O:124][C@H:123]([CH2:125][OH:126])[C@@H:78]([O:79][C@@H:80]3[O:112][C@H:111]([CH2:113][OH:114])[C@@H:101]([OH:102])[C@H:91]([OH:92])[C@H:81]3[OH:82])[C@H:68]([OH:69])[C@H:58]2[OH:59])[C@@H:45]([CH2:135][O:136][CH2:137][C:138]2[CH:139]=[CH:140][CH:141]=[CH:142][CH:143]=2)[O:44][C@@H:10]1[O:11][C@H:12]1[C@H:16]([O:17][CH2:18][C:19]2[CH:24]=[CH:23][CH:22]=[CH:21][CH:20]=2)[CH2:15][N:14]([C:25]([O:27][CH2:28][C:29]2[CH:34]=[CH:33][CH:32]=[CH:31][CH:30]=2)=[O:26])[C@@H:13]1[CH2:35][O:36][CH2:37][C:38]1[CH:39]=[CH:40][CH:41]=[CH:42][CH:43]=1)[C:2]1[CH:7]=[CH:6][CH:5]=[CH:4][CH:3]=1, predict the reactants needed to synthesize it. The reactants are: [CH2:1]([O:8][C@@H:9]1[C@@H:47]([O:48][CH2:49][C:50]2[CH:55]=[CH:54][CH:53]=[CH:52][CH:51]=2)[C@@H:46]([O:56][C@@H:57]2[O:124][C@H:123]([CH2:125][O:126]C(=O)C3C=CC=CC=3)[C@@H:78]([O:79][C@@H:80]3[O:112][C@H:111]([CH2:113][O:114]C(=O)C4C=CC=CC=4)[C@@H:101]([O:102]C(=O)C4C=CC=CC=4)[C@H:91]([O:92]C(=O)C4C=CC=CC=4)[C@H:81]3[O:82]C(=O)C3C=CC=CC=3)[C@H:68]([O:69]C(=O)C3C=CC=CC=3)[C@H:58]2[O:59]C(=O)C2C=CC=CC=2)[C@@H:45]([CH2:135][O:136][CH2:137][C:138]2[CH:143]=[CH:142][CH:141]=[CH:140][CH:139]=2)[O:44][C@@H:10]1[O:11][C@H:12]1[C@H:16]([O:17][CH2:18][C:19]2[CH:24]=[CH:23][CH:22]=[CH:21][CH:20]=2)[CH2:15][N:14]([C:25]([O:27][CH2:28][C:29]2[CH:34]=[CH:33][CH:32]=[CH:31][CH:30]=2)=[O:26])[C@@H:13]1[CH2:35][O:36][CH2:37][C:38]1[CH:43]=[CH:42][CH:41]=[CH:40][CH:39]=1)[C:2]1[CH:7]=[CH:6][CH:5]=[CH:4][CH:3]=1.C(=O)([O-])[O-].[K+].[K+]. (4) Given the product [N:1]12[CH2:9][CH2:8][CH:5]([CH2:6][CH2:7]1)[N:4]([C:18]1[O:19][C:15]([C:11]3[NH:10][CH:14]=[CH:13][CH:12]=3)=[N:16][N:17]=1)[CH2:3][CH2:2]2, predict the reactants needed to synthesize it. The reactants are: [N:1]12[CH2:9][CH2:8][CH:5]([CH2:6][CH2:7]1)[NH:4][CH2:3][CH2:2]2.[NH:10]1[CH:14]=[CH:13][CH:12]=[C:11]1[C:15]1[O:19][C:18](S)=[N:17][N:16]=1.C(O)CCCC. (5) Given the product [CH2:1]([CH:19]1[C:20](=[O:21])[C:15]2[CH:14]=[CH:13][O:12][C:16]=2[CH2:17][CH2:18]1)[CH3:2], predict the reactants needed to synthesize it. The reactants are: [CH3:1][CH:2]1C(=O)C2C=CSC=2CC1.[O:12]1[C:16]2[CH2:17][CH2:18][CH2:19][C:20](=[O:21])[C:15]=2[CH:14]=[CH:13]1.C(I)C.